From a dataset of Peptide-MHC class II binding affinity with 134,281 pairs from IEDB. Regression. Given a peptide amino acid sequence and an MHC pseudo amino acid sequence, predict their binding affinity value. This is MHC class II binding data. The peptide sequence is NCVLKKSTNGLRIKS. The MHC is DRB1_0901 with pseudo-sequence DRB1_0901. The binding affinity (normalized) is 0.633.